This data is from Full USPTO retrosynthesis dataset with 1.9M reactions from patents (1976-2016). The task is: Predict the reactants needed to synthesize the given product. (1) The reactants are: [CH:1]1([CH2:5][CH2:6][NH:7][C:8]([C:10]2[N:11]=[N:12][C:13](Cl)=[CH:14][CH:15]=2)=[O:9])[CH2:4][CH2:3][CH2:2]1.[NH:17]1[CH2:22][CH2:21][NH:20][CH2:19][CH2:18]1. Given the product [CH:1]1([CH2:5][CH2:6][NH:7][C:8]([C:10]2[N:11]=[N:12][C:13]([N:17]3[CH2:22][CH2:21][NH:20][CH2:19][CH2:18]3)=[CH:14][CH:15]=2)=[O:9])[CH2:4][CH2:3][CH2:2]1, predict the reactants needed to synthesize it. (2) Given the product [CH2:5]([C:9]1[CH:14]=[CH:13][C:12]([CH2:15][CH2:16][N+:17]([O-:19])=[O:18])=[CH:11][CH:10]=1)[CH2:6][CH2:7][CH3:8], predict the reactants needed to synthesize it. The reactants are: C(O)(=O)C.[CH2:5]([C:9]1[CH:14]=[CH:13][C:12](/[CH:15]=[CH:16]/[N+:17]([O-:19])=[O:18])=[CH:11][CH:10]=1)[CH2:6][CH2:7][CH3:8].[BH4-].[Na+]. (3) The reactants are: [NH2:1][C:2]1[CH:11]=[C:10]2[C:5]([CH2:6][CH2:7][C:8](=[O:12])[NH:9]2)=[CH:4][CH:3]=1.[CH3:13][C:14](=O)[CH2:15][CH2:16][C:17](=O)[CH3:18].CC1C=CC(S(O)(=O)=O)=CC=1. Given the product [CH3:18][C:17]1[N:1]([C:2]2[CH:11]=[C:10]3[C:5]([CH2:6][CH2:7][C:8](=[O:12])[NH:9]3)=[CH:4][CH:3]=2)[C:14]([CH3:13])=[CH:15][CH:16]=1, predict the reactants needed to synthesize it. (4) Given the product [CH3:7][C:8]1[CH:17]=[CH:16][C:15]2[C:10](=[CH:11][C:12]([CH:18]([CH2:24][OH:25])[CH2:19][OH:20])=[CH:13][CH:14]=2)[N:9]=1, predict the reactants needed to synthesize it. The reactants are: [H-].[H-].[H-].[H-].[Li+].[Al+3].[CH3:7][C:8]1[CH:17]=[CH:16][C:15]2[C:10](=[CH:11][C:12]([CH:18]([C:24](OCC)=[O:25])[C:19](OCC)=[O:20])=[CH:13][CH:14]=2)[N:9]=1.O.O.O.O.O.O.O.O.O.O.S([O-])([O-])(=O)=O.[Na+].[Na+]. (5) The reactants are: [OH:1][CH2:2][C:3]1[CH:4]=[C:5]([OH:11])[CH:6]=[C:7]([O:9][CH3:10])[CH:8]=1.Cl[CH2:13][CH2:14][CH2:15][O:16][CH3:17]. Given the product [CH3:10][O:9][C:7]1[CH:8]=[C:3]([CH2:2][OH:1])[CH:4]=[C:5]([O:11][CH2:13][CH2:14][CH2:15][O:16][CH3:17])[CH:6]=1, predict the reactants needed to synthesize it. (6) Given the product [Br:31][C:7]1[N:6]([C@@H:9]2[O:26][CH2:25][C@@H:20]([O:21][C:22](=[O:24])[CH3:23])[C@@H:15]([O:16][C:17](=[O:19])[CH3:18])[C@H:10]2[O:11][C:12](=[O:14])[CH3:13])[C:5]2[CH:27]=[C:28]([Cl:29])[C:2]([Cl:1])=[C:3]([F:30])[C:4]=2[N:8]=1, predict the reactants needed to synthesize it. The reactants are: [Cl:1][C:2]1[C:28]([Cl:29])=[CH:27][C:5]2[N:6]([C@@H:9]3[O:26][CH2:25][C@@H:20]([O:21][C:22](=[O:24])[CH3:23])[C@@H:15]([O:16][C:17](=[O:19])[CH3:18])[C@H:10]3[O:11][C:12](=[O:14])[CH3:13])[CH:7]=[N:8][C:4]=2[C:3]=1[F:30].[Br:31]N1C(=O)CCC1=O. (7) Given the product [C:1]([O:8][CH2:9][CH3:10])(=[O:7])[CH2:2][CH2:3][CH2:4][CH2:5][CH3:6], predict the reactants needed to synthesize it. The reactants are: [C:1]([O:8][CH2:9][CH3:10])(=[O:7])[CH2:2][CH2:3][CH2:4][CH2:5][CH3:6].[K].C(O)(C)C.